This data is from Full USPTO retrosynthesis dataset with 1.9M reactions from patents (1976-2016). The task is: Predict the reactants needed to synthesize the given product. (1) Given the product [C:35]([Si:22]([O:21][CH:20]1[CH2:39][C:4]([S:2]([CH3:1])=[O:3])([S:5][CH3:6])[CH2:19]1)([C:29]1[CH:34]=[CH:33][CH:32]=[CH:31][CH:30]=1)[C:23]1[CH:28]=[CH:27][CH:26]=[CH:25][CH:24]=1)([CH3:38])([CH3:37])[CH3:36], predict the reactants needed to synthesize it. The reactants are: [CH3:1][S:2]([CH2:4][S:5][CH3:6])=[O:3].C([Li])CCC.CCCCCC.Br[CH2:19][CH:20]([CH2:39]Br)[O:21][Si:22]([C:35]([CH3:38])([CH3:37])[CH3:36])([C:29]1[CH:34]=[CH:33][CH:32]=[CH:31][CH:30]=1)[C:23]1[CH:28]=[CH:27][CH:26]=[CH:25][CH:24]=1. (2) Given the product [Cl:1][C:2]1[CH:9]=[CH:8][C:7]([Cl:10])=[CH:6][C:3]=1[CH:4]1[C:19]([C:20]([O:22][CH2:23][CH3:24])=[O:21])=[C:18]([CH2:25][CH2:26][CH3:27])[NH:11][C:12]2=[N:13][NH:14][CH:15]=[C:16]12, predict the reactants needed to synthesize it. The reactants are: [Cl:1][C:2]1[CH:9]=[CH:8][C:7]([Cl:10])=[CH:6][C:3]=1[CH:4]=O.[NH2:11][C:12]1[CH:16]=[CH:15][NH:14][N:13]=1.O=[C:18]([CH2:25][CH2:26][CH3:27])[CH2:19][C:20]([O:22][CH2:23][CH3:24])=[O:21].